This data is from Full USPTO retrosynthesis dataset with 1.9M reactions from patents (1976-2016). The task is: Predict the reactants needed to synthesize the given product. Given the product [CH3:7][C:2]([C:8]1[CH:13]=[CH:12][CH:11]=[CH:10][C:9]=1[S:14][S:15][CH3:16])([CH3:1])[CH2:3][C:4]([O:6][C:21]1[CH:22]=[CH:23][C:18]([F:17])=[CH:19][CH:20]=1)=[O:5], predict the reactants needed to synthesize it. The reactants are: [CH3:1][C:2]([C:8]1[CH:13]=[CH:12][CH:11]=[CH:10][C:9]=1[S:14][S:15][CH3:16])([CH3:7])[CH2:3][C:4]([OH:6])=[O:5].[F:17][C:18]1[CH:23]=[CH:22][C:21](O)=[CH:20][CH:19]=1.C(N=C=NC(C)C)(C)C.